Dataset: Forward reaction prediction with 1.9M reactions from USPTO patents (1976-2016). Task: Predict the product of the given reaction. (1) Given the reactants [Cl:1][C:2]1[CH:3]=[CH:4][C:5]2[N:11]3[CH:12]=[CH:13][CH:14]=[C:10]3[C@@H:9]([CH2:15][CH2:16][C:17]([NH:19][C@@H:20]3[CH2:25][CH2:24][CH2:23][C@H:22]([C:26]([O:28]CC)=[O:27])[CH2:21]3)=[O:18])[O:8][C@H:7]([C:31]3[CH:36]=[CH:35][CH:34]=[C:33]([O:37][CH3:38])[C:32]=3[O:39][CH3:40])[C:6]=2[CH:41]=1.C(=O)([O-])[O-].[K+].[K+].O.Cl, predict the reaction product. The product is: [Cl:1][C:2]1[CH:3]=[CH:4][C:5]2[N:11]3[CH:12]=[CH:13][CH:14]=[C:10]3[C@@H:9]([CH2:15][CH2:16][C:17]([NH:19][C@@H:20]3[CH2:25][CH2:24][CH2:23][C@H:22]([C:26]([OH:28])=[O:27])[CH2:21]3)=[O:18])[O:8][C@H:7]([C:31]3[CH:36]=[CH:35][CH:34]=[C:33]([O:37][CH3:38])[C:32]=3[O:39][CH3:40])[C:6]=2[CH:41]=1. (2) The product is: [I:10][C:6]1[C:5]([CH3:11])=[CH:4][N:3]=[C:2]2[NH:13][N:14]=[CH:8][C:7]=12. Given the reactants F[C:2]1[C:7]([CH:8]=O)=[C:6]([I:10])[C:5]([CH3:11])=[CH:4][N:3]=1.O.[NH2:13][NH2:14], predict the reaction product.